This data is from Catalyst prediction with 721,799 reactions and 888 catalyst types from USPTO. The task is: Predict which catalyst facilitates the given reaction. (1) The catalyst class is: 1. Product: [F:10][C:11]([F:16])([F:15])[CH2:12][CH2:13][O:1][C:2]1[CH:9]=[CH:8][C:5]([CH:6]=[O:7])=[CH:4][CH:3]=1. Reactant: [OH:1][C:2]1[CH:9]=[CH:8][C:5]([CH:6]=[O:7])=[CH:4][CH:3]=1.[F:10][C:11]([F:16])([F:15])[CH2:12][CH2:13]O.C1(P(C2C=CC=CC=2)C2C=CC=CC=2)C=CC=CC=1.CC(OC(/N=N/C(OC(C)C)=O)=O)C. (2) Reactant: Br[C:2]1[C:17]([CH3:18])=[CH:16][CH:15]=[CH:14][C:3]=1[C:4]([O:6][CH2:7][C:8]1[CH:13]=[CH:12][CH:11]=[CH:10][CH:9]=1)=[O:5].[C:19]([C:23]1[CH:28]=[CH:27][C:26](B(O)O)=[CH:25][CH:24]=1)([CH3:22])([CH3:21])[CH3:20]. Product: [C:19]([C:23]1[CH:28]=[CH:27][C:26]([C:2]2[C:3]([C:4]([O:6][CH2:7][C:8]3[CH:13]=[CH:12][CH:11]=[CH:10][CH:9]=3)=[O:5])=[CH:14][CH:15]=[CH:16][C:17]=2[CH3:18])=[CH:25][CH:24]=1)([CH3:22])([CH3:21])[CH3:20]. The catalyst class is: 128. (3) Reactant: [C:1]([C:3]1[CH:4]=[C:5]([CH:11]=[CH:12][C:13]=1[OH:14])[C:6]([O:8][CH2:9][CH3:10])=[O:7])#[N:2].CCN(CC)CC.[O:22](S(C(F)(F)F)(=O)=O)[S:23]([C:26]([F:29])([F:28])[F:27])(=O)=[O:24]. Product: [C:1]([C:3]1[CH:4]=[C:5]([CH:11]=[CH:12][C:13]=1[O:14][S:23]([C:26]([F:29])([F:28])[F:27])(=[O:24])=[O:22])[C:6]([O:8][CH2:9][CH3:10])=[O:7])#[N:2]. The catalyst class is: 64. (4) Reactant: [CH3:1][O:2][C:3](=[O:22])[CH2:4][O:5][C:6]1[CH:11]=[CH:10][C:9]([CH2:12][NH:13]C(OC(C)(C)C)=O)=[C:8]([F:21])[CH:7]=1. Product: [CH3:1][O:2][C:3](=[O:22])[CH2:4][O:5][C:6]1[CH:11]=[CH:10][C:9]([CH2:12][NH2:13])=[C:8]([F:21])[CH:7]=1. The catalyst class is: 106. (5) Reactant: [CH2:1]([Br:3])[CH3:2].[CH2:4]([C:6]1([CH3:30])[CH:11]([CH3:12])[CH:10]([OH:13])[CH2:9][C:8]([CH2:15][CH3:16])([CH3:14])[N:7]1[O:17][C:18]([CH3:29])([CH3:28])[C:19]([NH:21][CH2:22][CH2:23][CH2:24][N:25]([CH3:27])[CH3:26])=[O:20])[CH3:5]. Product: [Br-:3].[CH2:4]([C:6]1([CH3:30])[CH:11]([CH3:12])[CH:10]([OH:13])[CH2:9][C:8]([CH2:15][CH3:16])([CH3:14])[N:7]1[O:17][C:18]([CH3:29])([CH3:28])[C:19]([NH:21][CH2:22][CH2:23][CH2:24][N+:25]([CH2:1][CH3:2])([CH3:27])[CH3:26])=[O:20])[CH3:5]. The catalyst class is: 10. (6) Reactant: C([N:8]1[CH2:12][C@@H:11]2[C:13](=[O:16])[CH2:14][CH2:15][C@@H:10]2[CH2:9]1)C1C=CC=CC=1.[C:25](O[C:25]([O:27][C:28]([CH3:31])([CH3:30])[CH3:29])=[O:26])([O:27][C:28]([CH3:31])([CH3:30])[CH3:29])=[O:26]. Product: [O:16]=[C:13]1[C@@H:11]2[C@@H:10]([CH2:9][N:8]([C:25]([O:27][C:28]([CH3:29])([CH3:30])[CH3:31])=[O:26])[CH2:12]2)[CH2:15][CH2:14]1. The catalyst class is: 45. (7) Reactant: [CH2:1]([N:3]1[CH2:8][CH2:7][N:6]2[N:9]=[C:10]([N+:12]([O-])=O)[CH:11]=[C:5]2[CH2:4]1)[CH3:2]. Product: [CH2:1]([N:3]1[CH2:8][CH2:7][N:6]2[N:9]=[C:10]([NH2:12])[CH:11]=[C:5]2[CH2:4]1)[CH3:2]. The catalyst class is: 63. (8) Reactant: [Cl:1][C:2]1[N:11]=[CH:10][C:9]2[N:8]([CH:12]3[CH2:14][CH2:13]3)[C:7](=[O:15])[CH:6]3[CH2:16][O:17][CH2:18][CH2:19][N:5]3[C:4]=2[N:3]=1.[CH3:20]S(C)=O.IC.CC([O-])(C)C.[Na+]. Product: [Cl:1][C:2]1[N:11]=[CH:10][C:9]2[N:8]([CH:12]3[CH2:13][CH2:14]3)[C:7](=[O:15])[C:6]3([CH3:20])[CH2:16][O:17][CH2:18][CH2:19][N:5]3[C:4]=2[N:3]=1. The catalyst class is: 6. (9) Reactant: [CH:1]1([NH2:4])[CH2:3][CH2:2]1.CS(C)=O.C1([O:15][C:16](=O)[NH:17][C:18]2[CH:23]=[CH:22][C:21]([O:24][C:25]3[C:34]4[C:29](=[CH:30][C:31]([O:37][CH2:38][C@H:39]5[CH2:41][O:40]5)=[C:32]([C:35]#[N:36])[CH:33]=4)[N:28]=[CH:27][CH:26]=3)=[CH:20][C:19]=2[F:42])C=CC=CC=1.O. Product: [F:42][C:19]1[CH:20]=[C:21]([O:24][C:25]2[C:34]3[C:29](=[CH:30][C:31]([O:37][CH2:38][C@H:39]4[CH2:41][O:40]4)=[C:32]([C:35]#[N:36])[CH:33]=3)[N:28]=[CH:27][CH:26]=2)[CH:22]=[CH:23][C:18]=1[NH:17][C:16]([NH:4][CH:1]1[CH2:3][CH2:2]1)=[O:15]. The catalyst class is: 13. (10) Reactant: [CH2:1]=[CH:2][CH:3]=[CH2:4].[CH2:5]=[CH:6][C:7]1[CH:12]=[CH:11][CH:10]=[CH:9][CH:8]=1.[C:13](#[N:16])[CH:14]=[CH2:15].C([O-])(=O)CCCCCCC/C=C\CCCCCCCC.[K+].[O-]O.C1(C(C)C)C=CC=CC=1. Product: [CH2:5]=[CH:6][C:7]1[CH:12]=[CH:11][CH:10]=[CH:9][CH:8]=1.[CH2:1]=[CH:2][CH:3]=[CH2:4].[C:13](#[N:16])[CH:14]=[CH2:15]. The catalyst class is: 6.